Dataset: Reaction yield outcomes from USPTO patents with 853,638 reactions. Task: Predict the reaction yield, written as a fraction of the theoretical maximum amount of product (1.0 means a 100% yield; for example, 0.34 means a 34% yield). (1) The reactants are [CH3:1][O:2][C:3]([C:5]1[CH:13]=[C:12]2[C:8]([C:9]3[CH:17]=[C:16]([CH3:18])[CH:15]=[N:14][C:10]=3[NH:11]2)=[C:7](N)[CH:6]=1)=[O:4].[I:20]C1C=C(C#N)C=C2C=1C1C=C(C)C=NC=1N2. No catalyst specified. The product is [CH3:1][O:2][C:3]([C:5]1[CH:13]=[C:12]2[C:8]([C:9]3[CH:17]=[C:16]([CH3:18])[CH:15]=[N:14][C:10]=3[NH:11]2)=[C:7]([I:20])[CH:6]=1)=[O:4]. The yield is 0.690. (2) The catalyst is ClCCl. The reactants are [C:1]([C:5]1[CH:29]=[C:8]2[N:9]=[C:10]([CH3:28])[C:11]([CH:20]([CH2:25][CH2:26][CH3:27])[C:21]([O:23][CH3:24])=[O:22])=[C:12]([C:13]3[CH:18]=[CH:17][C:16]([CH3:19])=[CH:15][CH:14]=3)[N:7]2[N:6]=1)([CH3:4])([CH3:3])[CH3:2].[Cl:30]N1C(=O)CCC1=O.C(OCC)(=O)C. The product is [C:1]([C:5]1[C:29]([Cl:30])=[C:8]2[N:9]=[C:10]([CH3:28])[C:11]([CH:20]([CH2:25][CH2:26][CH3:27])[C:21]([O:23][CH3:24])=[O:22])=[C:12]([C:13]3[CH:18]=[CH:17][C:16]([CH3:19])=[CH:15][CH:14]=3)[N:7]2[N:6]=1)([CH3:3])([CH3:4])[CH3:2]. The yield is 0.660. (3) The reactants are [NH2:1][C:2]1[N:3]=[C:4]2[CH:9]=[CH:8][C:7]([O:10][C:11]3[CH:12]=[C:13]([NH:17][C:18](=[O:29])[C:19]4[CH:24]=[CH:23][CH:22]=[C:21]([C:25]([F:28])([F:27])[F:26])[CH:20]=4)[CH:14]=[CH:15][CH:16]=3)=[CH:6][N:5]2[CH:30]=1.[CH:31]1([C:34](Cl)=[O:35])[CH2:33][CH2:32]1. The catalyst is CN(C)C(=O)C.C(OCC)(=O)C. The product is [CH:31]1([C:34]([NH:1][C:2]2[N:3]=[C:4]3[CH:9]=[CH:8][C:7]([O:10][C:11]4[CH:12]=[C:13]([NH:17][C:18](=[O:29])[C:19]5[CH:24]=[CH:23][CH:22]=[C:21]([C:25]([F:28])([F:26])[F:27])[CH:20]=5)[CH:14]=[CH:15][CH:16]=4)=[CH:6][N:5]3[CH:30]=2)=[O:35])[CH2:33][CH2:32]1. The yield is 0.420. (4) The reactants are [CH2:1]1[C:10]2[C:5](=[CH:6][CH:7]=[CH:8][CH:9]=2)[CH2:4][CH2:3][NH:2]1.C([O-])([O-])=O.[K+].[K+].Br[CH2:18][CH:19]1[CH2:21][O:20]1. The catalyst is CC#N. The product is [O:20]1[CH2:21][CH:19]1[CH2:18][N:2]1[CH2:3][CH2:4][C:5]2[C:10](=[CH:9][CH:8]=[CH:7][CH:6]=2)[CH2:1]1. The yield is 0.780. (5) The reactants are [Cl:1][C:2]1[CH:3]=[C:4]([CH:7]=[CH:8][C:9]=1[O:10][CH2:11][CH2:12][CH2:13][N:14]1[CH2:20][CH2:19][CH2:18][N:17]([CH3:21])[CH2:16][CH2:15]1)[CH:5]=O.[C:22]([C:26]1[CH:27]=[C:28]([NH2:33])[C:29]([NH2:32])=[CH:30][CH:31]=1)([CH3:25])([CH3:24])[CH3:23]. No catalyst specified. The product is [C:22]([C:26]1[CH:31]=[CH:30][C:29]2[NH:32][C:5]([C:4]3[CH:7]=[CH:8][C:9]([O:10][CH2:11][CH2:12][CH2:13][N:14]4[CH2:20][CH2:19][CH2:18][N:17]([CH3:21])[CH2:16][CH2:15]4)=[C:2]([Cl:1])[CH:3]=3)=[N:33][C:28]=2[CH:27]=1)([CH3:25])([CH3:23])[CH3:24]. The yield is 0.340.